The task is: Predict the product of the given reaction.. This data is from Forward reaction prediction with 1.9M reactions from USPTO patents (1976-2016). (1) Given the reactants [OH:1][CH2:2][CH:3]1[O:7][N:6]=[C:5]([C:8]2[N:13]=[CH:12][C:11]([C:14]3[CH:19]=[CH:18][C:17]([N:20]4[CH2:24][C@H:23]([CH2:25][N:26]5[CH:30]=[CH:29][N:28]=[N:27]5)[O:22][C:21]4=[O:31])=[CH:16][C:15]=3[F:32])=[CH:10][CH:9]=2)[CH2:4]1.Cl.[CH3:34][N:35]([CH3:44])[CH2:36][CH2:37]CN=C=NCC.[C:45](#N)C.CC[O:50][CH2:51][CH3:52], predict the reaction product. The product is: [CH2:36]([N:35]([CH2:34][CH3:45])[CH2:44][CH2:52][C:51]([O:1][CH2:2][C@H:3]1[O:7][N:6]=[C:5]([C:8]2[CH:9]=[CH:10][C:11]([C:14]3[CH:19]=[CH:18][C:17]([N:20]4[CH2:24][C@H:23]([CH2:25][N:26]5[CH:30]=[CH:29][N:28]=[N:27]5)[O:22][C:21]4=[O:31])=[CH:16][C:15]=3[F:32])=[CH:12][N:13]=2)[CH2:4]1)=[O:50])[CH3:37]. (2) Given the reactants [C:1]([N:11]([CH3:45])[C@H:12]([C:22]([NH:24][CH:25]([CH3:44])[CH:26]([NH:36][C:37]([O:39][C:40]([CH3:43])([CH3:42])[CH3:41])=[O:38])[CH2:27][O:28][Si](C(C)(C)C)(C)C)=[O:23])[CH2:13][C:14]1[CH:19]=[CH:18][C:17]([O:20][CH3:21])=[CH:16][CH:15]=1)([O:3][CH2:4][C:5]1[CH:10]=[CH:9][CH:8]=[CH:7][CH:6]=1)=[O:2], predict the reaction product. The product is: [C:1]([N:11]([CH3:45])[C@H:12]([C:22]([NH:24][CH:25]([CH3:44])[CH:26]([NH:36][C:37]([O:39][C:40]([CH3:42])([CH3:41])[CH3:43])=[O:38])[CH2:27][OH:28])=[O:23])[CH2:13][C:14]1[CH:19]=[CH:18][C:17]([O:20][CH3:21])=[CH:16][CH:15]=1)([O:3][CH2:4][C:5]1[CH:10]=[CH:9][CH:8]=[CH:7][CH:6]=1)=[O:2].